This data is from Forward reaction prediction with 1.9M reactions from USPTO patents (1976-2016). The task is: Predict the product of the given reaction. (1) The product is: [ClH:34].[OH:1][CH2:2][C:3]1[C:8]([O:9][CH:10]2[CH2:15][CH2:14][NH:13][CH2:12][CH2:11]2)=[CH:7][C:6](=[O:23])[N:5]([C:24]2[CH:25]=[CH:26][C:27]([S:30]([CH3:33])(=[O:32])=[O:31])=[CH:28][CH:29]=2)[N:4]=1. Given the reactants [OH:1][CH2:2][C:3]1[C:8]([O:9][CH:10]2[CH2:15][CH2:14][N:13](C(OC(C)(C)C)=O)[CH2:12][CH2:11]2)=[CH:7][C:6](=[O:23])[N:5]([C:24]2[CH:29]=[CH:28][C:27]([S:30]([CH3:33])(=[O:32])=[O:31])=[CH:26][CH:25]=2)[N:4]=1.[ClH:34].O1CCOCC1.CCOCC, predict the reaction product. (2) Given the reactants S(Cl)(Cl)(=O)=O.O=[C:7]([CH2:14][C:15]([O:17][CH2:18][CH3:19])=[O:16])[CH2:8][C:9]([O:11][CH2:12][CH3:13])=[O:10].[C:20](=[S:23])([S-:22])[NH2:21].[NH4+], predict the reaction product. The product is: [CH2:12]([O:11][C:9](=[O:10])[CH2:8][C:7]1[N:21]=[C:20]([SH:23])[S:22][C:14]=1[C:15]([O:17][CH2:18][CH3:19])=[O:16])[CH3:13]. (3) Given the reactants [NH2:1][C:2]1[CH:14]=[C:13]2[C:5]([C:6]3[CH:7]=[C:8]([C:18]4[C:19]([CH3:24])=[N:20][O:21][C:22]=4[CH3:23])[CH:9]=[C:10]([C:15]([NH2:17])=[O:16])[C:11]=3[NH:12]2)=[CH:4][CH:3]=1.[Cl:25][CH2:26][CH2:27][CH2:28][S:29](Cl)(=[O:31])=[O:30], predict the reaction product. The product is: [Cl:25][CH2:26][CH2:27][CH2:28][S:29]([NH:1][C:2]1[CH:14]=[C:13]2[C:5]([C:6]3[CH:7]=[C:8]([C:18]4[C:19]([CH3:24])=[N:20][O:21][C:22]=4[CH3:23])[CH:9]=[C:10]([C:15]([NH2:17])=[O:16])[C:11]=3[NH:12]2)=[CH:4][CH:3]=1)(=[O:31])=[O:30]. (4) Given the reactants [I-:1].[K+].CS(O[CH:8]1[CH2:11][N:10]([C:12]([O:14][C:15]([CH3:18])([CH3:17])[CH3:16])=[O:13])[CH2:9]1)(=O)=O, predict the reaction product. The product is: [I:1][CH:8]1[CH2:11][N:10]([C:12]([O:14][C:15]([CH3:18])([CH3:17])[CH3:16])=[O:13])[CH2:9]1. (5) Given the reactants Cl[C:2]([CH3:6])([CH3:5])[C:3]#[CH:4].[CH3:7][S:8]([N:11]1[CH2:16][CH2:15][NH:14][CH2:13][CH2:12]1)(=[O:10])=[O:9], predict the reaction product. The product is: [CH3:5][C:2]([N:14]1[CH2:15][CH2:16][N:11]([S:8]([CH3:7])(=[O:10])=[O:9])[CH2:12][CH2:13]1)([C:3]#[CH:4])[CH3:6]. (6) Given the reactants Cl.Cl.Cl.[O:4]1[C:8]2=[C:9]([N:13]3[CH2:18][CH2:17][N:16]([CH2:19][CH2:20][C@H:21]4[CH2:26][CH2:25][C@H:24]([NH2:27])[CH2:23][CH2:22]4)[CH2:15][CH2:14]3)[N:10]=[CH:11][CH:12]=[C:7]2[CH2:6][CH2:5]1.[N:28]1([C:33]2[CH:41]=[CH:40][C:36]([C:37](O)=[O:38])=[CH:35][CH:34]=2)[CH:32]=[CH:31][CH:30]=[CH:29]1, predict the reaction product. The product is: [O:4]1[C:8]2=[C:9]([N:13]3[CH2:18][CH2:17][N:16]([CH2:19][CH2:20][C@H:21]4[CH2:26][CH2:25][C@H:24]([NH:27][C:37](=[O:38])[C:36]5[CH:40]=[CH:41][C:33]([N:28]6[CH:32]=[CH:31][CH:30]=[CH:29]6)=[CH:34][CH:35]=5)[CH2:23][CH2:22]4)[CH2:15][CH2:14]3)[N:10]=[CH:11][CH:12]=[C:7]2[CH2:6][CH2:5]1. (7) Given the reactants [C:1]12([C:11](=[O:20])[CH2:12][S:13][C:14]3[N:15]([CH3:19])[CH:16]=[CH:17][N:18]=3)[CH2:10][CH:5]3[CH2:6][CH:7]([CH2:9][CH:3]([CH2:4]3)[CH2:2]1)[CH2:8]2.C1C=C(Cl)C=C(C(OO)=[O:29])C=1, predict the reaction product. The product is: [C:1]12([C:11](=[O:20])[CH2:12][S:13]([C:14]3[N:15]([CH3:19])[CH:16]=[CH:17][N:18]=3)=[O:29])[CH2:8][CH:7]3[CH2:9][CH:3]([CH2:4][CH:5]([CH2:6]3)[CH2:10]1)[CH2:2]2.